Task: Predict the product of the given reaction.. Dataset: Forward reaction prediction with 1.9M reactions from USPTO patents (1976-2016) (1) Given the reactants [CH2:1]([C@H:8]1[N:13]([C:14]([C:16]2[N:17]=[CH:18][N:19]([C@H:28]3[CH2:33][CH2:32][CH2:31][CH2:30][C@@H:29]3[OH:34])[C:20]=2[C:21]2[CH:26]=[CH:25][CH:24]=[C:23]([F:27])[CH:22]=2)=[O:15])[CH2:12][CH2:11][N:10]([C:35]([O:37][C:38]([CH3:41])([CH3:40])[CH3:39])=[O:36])[CH2:9]1)[C:2]1[CH:7]=[CH:6][CH:5]=[CH:4][CH:3]=1.CC(OI1(OC(C)=O)(OC(C)=O)OC(=O)C2C=CC=CC1=2)=O.O, predict the reaction product. The product is: [CH2:1]([C@H:8]1[N:13]([C:14]([C:16]2[N:17]=[CH:18][N:19]([CH:28]3[CH2:33][CH2:32][CH2:31][CH2:30][C:29]3=[O:34])[C:20]=2[C:21]2[CH:26]=[CH:25][CH:24]=[C:23]([F:27])[CH:22]=2)=[O:15])[CH2:12][CH2:11][N:10]([C:35]([O:37][C:38]([CH3:41])([CH3:40])[CH3:39])=[O:36])[CH2:9]1)[C:2]1[CH:7]=[CH:6][CH:5]=[CH:4][CH:3]=1. (2) Given the reactants [CH2:1]([NH:8][C:9]([CH2:11][CH2:12][C:13]([CH3:18])([CH3:17])[C:14]([OH:16])=[O:15])=[O:10])[C:2]1[CH:7]=[CH:6][CH:5]=[CH:4][CH:3]=1.C[Si]([N-][Si](C)(C)C)(C)C.[Na+].[C:29](O[C:29]([O:31][C:32]([CH3:35])([CH3:34])[CH3:33])=[O:30])([O:31][C:32]([CH3:35])([CH3:34])[CH3:33])=[O:30].[NH4+].[Cl-].Cl, predict the reaction product. The product is: [CH2:1]([N:8]([C:29]([O:31][C:32]([CH3:35])([CH3:34])[CH3:33])=[O:30])[C:9](=[O:10])[CH2:11][CH2:12][C:13]([CH3:18])([CH3:17])[C:14]([OH:16])=[O:15])[C:2]1[CH:7]=[CH:6][CH:5]=[CH:4][CH:3]=1.